Task: Regression/Classification. Given a drug SMILES string, predict its toxicity properties. Task type varies by dataset: regression for continuous values (e.g., LD50, hERG inhibition percentage) or binary classification for toxic/non-toxic outcomes (e.g., AMES mutagenicity, cardiotoxicity, hepatotoxicity). Dataset: herg_karim.. Dataset: hERG potassium channel inhibition data for cardiac toxicity prediction from Karim et al. (1) The molecule is Cc1cc(S(C)(=O)=O)nc2c(CCC34CCC(NCc5ccc6c(n5)NC(=O)CO6)(CC3)CO4)ccnc12. The result is 1 (blocker). (2) The molecule is O=C(N1CCc2ncc(C(F)(F)F)cc2C1)[C@@]12CCO[C@@H]1C[C@@H](NC1CCOCC1)C2. The result is 0 (non-blocker). (3) The drug is CN(C)CC[C@H](NC(=O)C1(N)CCN(c2ncnc3[nH]ccc23)CC1)c1ccc(Cl)cc1. The result is 0 (non-blocker). (4) The compound is CC(C)(C)c1cc(CN2CCN(CCCCCC(c3ccc(F)cc3)c3ccc(F)cc3)CC2)cc(C(C)(C)C)c1O. The result is 1 (blocker). (5) The drug is N#Cc1cnc(Nc2cc(NC[C@@H]3CNCCO3)c(C3CC3)cn2)cn1. The result is 1 (blocker). (6) The molecule is O=C1NC[C@@H](c2ccccc2)C12CCN([C@H]1CCCC[C@@]1(O)C1CCC(F)CC1)CC2. The result is 1 (blocker). (7) The molecule is O=C(NC1CCCS(=O)(=O)C1)c1ccc(Oc2ccc(C#CC3(O)CN4CCC3CC4)cc2)cc1. The result is 0 (non-blocker). (8) The molecule is O=C(NCc1ccc(OC(F)(F)F)cc1)C1c2c(F)cccc2C(=O)N1CCc1ccccn1. The result is 1 (blocker).